Dataset: Drug-target binding data from BindingDB using IC50 measurements. Task: Regression. Given a target protein amino acid sequence and a drug SMILES string, predict the binding affinity score between them. We predict pIC50 (pIC50 = -log10(IC50 in M); higher means more potent). Dataset: bindingdb_ic50. The drug is Cc1csc(N(C)C(=O)CSc2ccc(-c3ccccc3)nn2)n1. The target protein (P55011) has sequence MEPRPTAPSSGAPGLAGVGETPSAAALAAARVELPGTAVPSVPEDAAPASRDGGGVRDEGPAAAGDGLGRPLGPTPSQSRFQVDLVSENAGRAAAAAAAAAAAAAAAGAGAGAKQTPADGEASGESEPAKGSEEAKGRFRVNFVDPAASSSAEDSLSDAAGVGVDGPNVSFQNGGDTVLSEGSSLHSGGGGGSGHHQHYYYDTHTNTYYLRTFGHNTMDAVPRIDHYRHTAAQLGEKLLRPSLAELHDELEKEPFEDGFANGEESTPTRDAVVTYTAESKGVVKFGWIKGVLVRCMLNIWGVMLFIRLSWIVGQAGIGLSVLVIMMATVVTTITGLSTSAIATNGFVRGGGAYYLISRSLGPEFGGAIGLIFAFANAVAVAMYVVGFAETVVELLKEHSILMIDEINDIRIIGAITVVILLGISVAGMEWEAKAQIVLLVILLLAIGDFVIGTFIPLESKKPKGFFGYKSEIFNENFGPDFREEETFFSVFAIFFPAATG.... The pIC50 is 4.3.